Dataset: Reaction yield outcomes from USPTO patents with 853,638 reactions. Task: Predict the reaction yield, written as a fraction of the theoretical maximum amount of product (1.0 means a 100% yield; for example, 0.34 means a 34% yield). (1) The reactants are C(OCC1C(C2N=C(NC3C=CC(C4CCNCC4)=CC=3)C(=O)N(C)C=2)=CC=CC=1N1C(=O)C2SC3CCCCC=3C=2CC1)(=O)C.[C:47]([O:50][CH2:51][C:52]1[C:57]([N:58]2[CH2:69][CH2:68][N:67]3[C:60](=[CH:61][C:62]4[CH2:63][C:64]([CH3:71])([CH3:70])[CH2:65][C:66]=43)[C:59]2=[O:72])=[CH:56][C:55]([F:73])=[CH:54][C:53]=1B1OC(C)(C)C(C)(C)O1)(=[O:49])[CH3:48].Br[C:84]1[CH:85]=[C:86]([NH:92][C:93]2[CH:98]=[CH:97][C:96]([CH:99]3[CH2:103][CH2:102][CH2:101][N:100]3[CH3:104])=[CH:95][N:94]=2)[C:87](=[O:91])[N:88]([CH3:90])[CH:89]=1.C(=O)([O-])[O-].[Na+].[Na+]. The catalyst is [Pd].C1(P(C2C=CC=CC=2)C2C=CC=CC=2)C=CC=CC=1.C1(P(C2C=CC=CC=2)C2C=CC=CC=2)C=CC=CC=1.C1(P(C2C=CC=CC=2)C2C=CC=CC=2)C=CC=CC=1.C1(P(C2C=CC=CC=2)C2C=CC=CC=2)C=CC=CC=1.C(Cl)Cl.CO.COCCOC. The product is [F:73][C:55]1[CH:54]=[C:53]([C:84]2[CH:85]=[C:86]([NH:92][C:93]3[CH:98]=[CH:97][C:96]([CH:99]4[CH2:103][CH2:102][CH2:101][N:100]4[CH3:104])=[CH:95][N:94]=3)[C:87](=[O:91])[N:88]([CH3:90])[CH:89]=2)[C:52]([CH2:51][O:50][C:47](=[O:49])[CH3:48])=[C:57]([N:58]2[CH2:69][CH2:68][N:67]3[C:60](=[CH:61][C:62]4[CH2:63][C:64]([CH3:70])([CH3:71])[CH2:65][C:66]=43)[C:59]2=[O:72])[CH:56]=1. The yield is 0.670. (2) The catalyst is O1CCOCC1. The reactants are Cl[C:2]1[CH:10]=[CH:9][C:5]([C:6]([OH:8])=[O:7])=[CH:4][N:3]=1.O.[NH2:12][NH2:13]. The product is [NH:12]([C:2]1[CH:10]=[CH:9][C:5]([C:6]([OH:8])=[O:7])=[CH:4][N:3]=1)[NH2:13]. The yield is 0.577. (3) The reactants are [O:1]=[C:2]1[CH:7]=[CH:6][N:5]([C:8]2[N:16]=[CH:15][N:14]=[C:13]3[C:9]=2[NH:10][CH:11]=[N:12]3)[CH:4]=[CH:3]1.[H-].[Na+].[CH2:19](I)[CH3:20]. The catalyst is CN(C=O)C. The product is [CH2:19]([N:12]1[CH:11]=[N:10][C:9]2[C:13]1=[N:14][CH:15]=[N:16][C:8]=2[N:5]1[CH:4]=[CH:3][C:2](=[O:1])[CH:7]=[CH:6]1)[CH3:20]. The yield is 0.580.